From a dataset of Full USPTO retrosynthesis dataset with 1.9M reactions from patents (1976-2016). Predict the reactants needed to synthesize the given product. (1) Given the product [C:1]([O:5][C:6]([NH:8][C:9]1[CH:14]=[CH:13][CH:12]=[CH:11][C:10]=1[NH:15][C:16](=[O:27])[CH2:17][CH2:18][CH2:19][CH2:20][CH2:21][C:22]([OH:24])=[O:23])=[O:7])([CH3:4])([CH3:2])[CH3:3], predict the reactants needed to synthesize it. The reactants are: [C:1]([O:5][C:6]([NH:8][C:9]1[CH:14]=[CH:13][CH:12]=[CH:11][C:10]=1[NH:15][C:16](=[O:27])[CH2:17][CH2:18][CH2:19][CH2:20][CH2:21][C:22]([O:24]CC)=[O:23])=[O:7])([CH3:4])([CH3:3])[CH3:2].[OH-].[K+].O. (2) Given the product [Br:1][C:2]1[C:3]([Cl:25])=[C:4]([CH:13]=[CH:14][CH:15]=1)[O:5][CH2:6][CH:7]1[CH2:12][CH2:11][O:10][CH2:9][CH2:8]1, predict the reactants needed to synthesize it. The reactants are: [Br:1][C:2]1[C:3](F)=[C:4]([CH:13]=[CH:14][CH:15]=1)[O:5][CH2:6][CH:7]1[CH2:12][CH2:11][O:10][CH2:9][CH2:8]1.BrC1C([Cl:25])=C(O)C=CC=1. (3) Given the product [CH:1]1([C:4]2[NH:8][N:7]=[C:6]([NH:9][C:10]3[C:17]([F:18])=[C:16]([NH:32][CH:33]([CH3:35])[CH3:34])[C:13]([C:14]#[N:15])=[C:12]([NH:20][C@H:21]([C:23]4[CH:28]=[CH:27][C:26]([F:29])=[CH:25][CH:24]=4)[CH3:22])[N:11]=3)[CH:5]=2)[CH2:3][CH2:2]1, predict the reactants needed to synthesize it. The reactants are: [CH:1]1([C:4]2[NH:8][N:7]=[C:6]([NH:9][C:10]3[C:17]([F:18])=[C:16](I)[C:13]([C:14]#[N:15])=[C:12]([NH:20][C@H:21]([C:23]4[CH:28]=[CH:27][C:26]([F:29])=[CH:25][CH:24]=4)[CH3:22])[N:11]=3)[CH:5]=2)[CH2:3][CH2:2]1.CC[N:32](C(C)C)[CH:33]([CH3:35])[CH3:34].C(N)(C)C.C(Cl)Cl.